From a dataset of Catalyst prediction with 721,799 reactions and 888 catalyst types from USPTO. Predict which catalyst facilitates the given reaction. (1) Reactant: [Br:1][C:2]1[CH:7]=[CH:6][C:5]([C:8]23[CH2:13][CH:12]2[CH2:11][NH:10][CH2:9]3)=[CH:4][CH:3]=1.C(N(CC)CC)C.[C:21](O[C:21]([O:23][C:24]([CH3:27])([CH3:26])[CH3:25])=[O:22])([O:23][C:24]([CH3:27])([CH3:26])[CH3:25])=[O:22]. Product: [C:24]([O:23][C:21]([N:10]1[CH2:11][CH:12]2[C:8]([C:5]3[CH:4]=[CH:3][C:2]([Br:1])=[CH:7][CH:6]=3)([CH2:13]2)[CH2:9]1)=[O:22])([CH3:27])([CH3:26])[CH3:25]. The catalyst class is: 2. (2) Reactant: N1C=CC=CC=1.[C:7]([N:10]1[C:19]2[C:14](=[CH:15][C:16]([C:21]3[CH:22]=[N:23][N:24]([CH:26]4[CH2:28][CH2:27]4)[CH:25]=3)=[C:17]([NH2:20])[CH:18]=2)[N:13]([C:29]([O:31][CH:32]([CH3:34])[CH3:33])=[O:30])[CH2:12][C@@H:11]1[CH3:35])(=[O:9])[CH3:8].[CH3:36][NH:37][C:38](Cl)=[O:39]. Product: [C:7]([N:10]1[C:19]2[C:14](=[CH:15][C:16]([C:21]3[CH:22]=[N:23][N:24]([CH:26]4[CH2:28][CH2:27]4)[CH:25]=3)=[C:17]([NH:20][C:38]([NH:37][CH3:36])=[O:39])[CH:18]=2)[N:13]([C:29]([O:31][CH:32]([CH3:34])[CH3:33])=[O:30])[CH2:12][C@@H:11]1[CH3:35])(=[O:9])[CH3:8]. The catalyst class is: 4. (3) Reactant: [C:1]([O:5][C:6]([N:8]1[CH2:13][CH2:12][O:11][C@@H:10]([C:14]2[CH:19]=[CH:18][C:17](Br)=[CH:16][CH:15]=2)[CH2:9]1)=[O:7])([CH3:4])([CH3:3])[CH3:2].[F:21][C:22]([F:31])([F:30])[C:23]1[CH:24]=[N:25][C:26]([NH2:29])=[N:27][CH:28]=1. Product: [C:1]([O:5][C:6]([N:8]1[CH2:13][CH2:12][O:11][C@@H:10]([C:14]2[CH:19]=[CH:18][C:17]([NH:29][C:26]3[N:25]=[CH:24][C:23]([C:22]([F:31])([F:21])[F:30])=[CH:28][N:27]=3)=[CH:16][CH:15]=2)[CH2:9]1)=[O:7])([CH3:4])([CH3:3])[CH3:2]. The catalyst class is: 12. (4) Reactant: [N+]([C:4]1C=CC=CC=1O)([O-])=O.[Br:11][C:12]1[C:17]([N+:18]([O-:20])=[O:19])=[CH:16][CH:15]=[CH:14][C:13]=1[OH:21].C(=O)([O-])[O-].[Cs+].[Cs+].CI. The catalyst class is: 3. Product: [Br:11][C:12]1[C:17]([N+:18]([O-:20])=[O:19])=[CH:16][CH:15]=[CH:14][C:13]=1[O:21][CH3:4].